This data is from Catalyst prediction with 721,799 reactions and 888 catalyst types from USPTO. The task is: Predict which catalyst facilitates the given reaction. (1) Reactant: Cl[C:2]1[N:7]=[CH:6][C:5]([S:8]([NH2:11])(=[O:10])=[O:9])=[CH:4][CH:3]=1.[NH4+:12].[OH-]. Product: [NH2:12][C:2]1[N:7]=[CH:6][C:5]([S:8]([NH2:11])(=[O:10])=[O:9])=[CH:4][CH:3]=1. The catalyst class is: 170. (2) Reactant: [O:1]1[CH2:6][CH2:5][CH:4]([OH:7])[CH2:3][CH2:2]1.C(N(CC)CC)C.[CH3:15][S:16](Cl)(=[O:18])=[O:17]. Product: [CH3:15][S:16]([O:7][CH:4]1[CH2:5][CH2:6][O:1][CH2:2][CH2:3]1)(=[O:18])=[O:17]. The catalyst class is: 2. (3) The catalyst class is: 2. Product: [Cl:19][CH2:20][CH2:21][CH2:22][C:23]([C:7]1[CH:8]=[CH:9][C:10]2[C:5](=[CH:4][C:3]([O:2][CH3:1])=[C:12]([O:13][CH3:14])[CH:11]=2)[CH:6]=1)=[O:24]. Reactant: [CH3:1][O:2][C:3]1[C:12]([O:13][CH3:14])=[CH:11][C:10]2[C:5](=[CH:6][CH:7]=[CH:8][CH:9]=2)[CH:4]=1.[Cl-].[Al+3].[Cl-].[Cl-].[Cl:19][CH2:20][CH2:21][CH2:22][C:23](Cl)=[O:24]. (4) The catalyst class is: 18. Product: [ClH:1].[Cl:1][C:2]1[CH:3]=[C:4]([C:21]2[CH:26]=[CH:25][CH:24]=[C:23]([C:27]([N:63]3[CH2:64][CH2:65][N:60]([CH3:59])[CH2:61][CH2:62]3)=[O:28])[CH:22]=2)[CH:5]=[CH:6][C:7]=1[CH2:8][CH:9]1[CH2:13][CH2:12][N:11]([CH:14]2[CH2:19][CH2:18][CH2:17][CH2:16][CH2:15]2)[C:10]1=[O:20]. Reactant: [Cl:1][C:2]1[CH:3]=[C:4]([C:21]2[CH:26]=[CH:25][CH:24]=[C:23]([C:27](O)=[O:28])[CH:22]=2)[CH:5]=[CH:6][C:7]=1[CH2:8][CH:9]1[CH2:13][CH2:12][N:11]([CH:14]2[CH2:19][CH2:18][CH2:17][CH2:16][CH2:15]2)[C:10]1=[O:20].CCN=C=NCCCN(C)C.Cl.C1C=CC2N(O)N=NC=2C=1.C(N(CC)CC)C.[CH3:59][N:60]1[CH2:65][CH2:64][NH:63][CH2:62][CH2:61]1. (5) Reactant: COC1C=CC(C[N:8]2[CH:12]=[C:11]([CH2:13][CH2:14][CH2:15][CH2:16][NH:17][CH:18]3[CH2:23][CH2:22][N:21]([C:24]([O:26][CH2:27][C:28]4[CH:33]=[C:32]([C:34]#[N:35])[CH:31]=[C:30]([Cl:36])[CH:29]=4)=[O:25])[CH2:20][CH2:19]3)[N:10]=[N:9]2)=CC=1.C(OCC)(=O)C. Product: [NH:8]1[CH:12]=[C:11]([CH2:13][CH2:14][CH2:15][CH2:16][NH:17][CH:18]2[CH2:23][CH2:22][N:21]([C:24]([O:26][CH2:27][C:28]3[CH:33]=[C:32]([C:34]#[N:35])[CH:31]=[C:30]([Cl:36])[CH:29]=3)=[O:25])[CH2:20][CH2:19]2)[N:10]=[N:9]1. The catalyst class is: 5. (6) Reactant: [C:1]([C:3]1[CH:4]=[C:5]([CH:9]=[CH:10][C:11]=1[O:12][CH:13]([CH3:15])[CH3:14])[C:6]([OH:8])=O)#[N:2].CCN=C=NCCCN(C)C.C1C=CC2N(O)N=NC=2C=1.O[NH:38][C:39](=[NH:56])[C:40]1[CH:48]=[CH:47][CH:46]=[C:45]2[C:41]=1[CH:42]=[CH:43][N:44]2[CH2:49][CH2:50][C:51]([O:53][CH2:54][CH3:55])=[O:52]. Product: [C:1]([C:3]1[CH:4]=[C:5]([C:6]2[O:8][N:56]=[C:39]([C:40]3[CH:48]=[CH:47][CH:46]=[C:45]4[C:41]=3[CH:42]=[CH:43][N:44]4[CH2:49][CH2:50][C:51]([O:53][CH2:54][CH3:55])=[O:52])[N:38]=2)[CH:9]=[CH:10][C:11]=1[O:12][CH:13]([CH3:15])[CH3:14])#[N:2]. The catalyst class is: 3. (7) Reactant: [Cl:1][C:2]1[CH:7]=[CH:6][C:5]([C:8]2([CH:12]([C:22]3[CH:27]=[CH:26][CH:25]=[C:24]([CH2:28][N:29]([CH3:36])[S:30]([CH2:33][CH2:34][CH3:35])(=[O:32])=[O:31])[CH:23]=3)[CH2:13][NH:14]C(=O)OC(C)(C)C)[CH2:11][CH2:10][CH2:9]2)=[CH:4][CH:3]=1.Cl. Product: [ClH:1].[NH2:14][CH2:13][CH:12]([C:22]1[CH:23]=[C:24]([CH:25]=[CH:26][CH:27]=1)[CH2:28][N:29]([CH3:36])[S:30]([CH2:33][CH2:34][CH3:35])(=[O:32])=[O:31])[C:8]1([C:5]2[CH:4]=[CH:3][C:2]([Cl:1])=[CH:7][CH:6]=2)[CH2:9][CH2:10][CH2:11]1. The catalyst class is: 32.